From a dataset of Reaction yield outcomes from USPTO patents with 853,638 reactions. Predict the reaction yield, written as a fraction of the theoretical maximum amount of product (1.0 means a 100% yield; for example, 0.34 means a 34% yield). (1) The reactants are [C:1]([O:5][C:6]([NH:8][C:9]1[CH:14]=[CH:13][C:12](B(O)O)=[CH:11][CH:10]=1)=[O:7])([CH3:4])([CH3:3])[CH3:2].[Br:18][C:19]1[CH:24]=[CH:23][C:22](Br)=[CH:21][CH:20]=1.C(=O)([O-])[O-].[K+].[K+]. The catalyst is COCCOC.C(OCC)(=O)C. The product is [C:1]([O:5][C:6](=[O:7])[NH:8][C:9]1[CH:14]=[CH:13][C:12]([C:22]2[CH:23]=[CH:24][C:19]([Br:18])=[CH:20][CH:21]=2)=[CH:11][CH:10]=1)([CH3:4])([CH3:3])[CH3:2]. The yield is 0.590. (2) The reactants are [N+:1]([O:4][CH2:5][CH2:6][CH2:7][CH2:8][C:9]([OH:11])=O)([O-:3])=[O:2].[CH2:12]([N:14](CC)CC)C.ClC(OCC)=O.CN.S([O-])([O-])(=O)=O.[Na+].[Na+]. The catalyst is ClCCl. The product is [CH3:12][NH:14][C:9](=[O:11])[CH2:8][CH2:7][CH2:6][CH2:5][O:4][N+:1]([O-:3])=[O:2]. The yield is 0.470. (3) The reactants are C(OC([N:8]1[CH2:13][CH2:12][CH:11]([CH2:14][C:15](=[O:37])[NH:16][C:17]2[CH:18]=[C:19]3[C:35](=[O:36])[NH:34][N:33]=[CH:32][C:21]4=[C:22]([C:26]5[CH:31]=[CH:30][CH:29]=[CH:28][CH:27]=5)[NH:23][C:24]([CH:25]=2)=[C:20]34)[CH2:10][CH2:9]1)=O)(C)(C)C.[C:38]([OH:44])([C:40]([F:43])([F:42])[F:41])=[O:39]. The catalyst is C(Cl)Cl. The product is [F:41][C:40]([F:43])([F:42])[C:38]([OH:44])=[O:39].[O:36]=[C:35]1[C:19]2[C:20]3[C:21](=[C:22]([C:26]4[CH:31]=[CH:30][CH:29]=[CH:28][CH:27]=4)[NH:23][C:24]=3[CH:25]=[C:17]([NH:16][C:15](=[O:37])[CH2:14][CH:11]3[CH2:10][CH2:9][NH:8][CH2:13][CH2:12]3)[CH:18]=2)[CH:32]=[N:33][NH:34]1. The yield is 0.910. (4) The reactants are [NH2:1][C:2]1[S:3][CH:4]=[C:5]([C:7]([O:9][CH2:10][CH3:11])=[O:8])[N:6]=1.[C:12](=O)([O:18]C(C)(C)C)[O:13][C:14]([CH3:17])([CH3:16])[CH3:15].CCCCC. The catalyst is C1COCC1.CN(C)C1C=CN=CC=1. The product is [C:14]([O:13][C:12]([NH:1][C:2]1[S:3][CH:4]=[C:5]([C:7]([O:9][CH2:10][CH3:11])=[O:8])[N:6]=1)=[O:18])([CH3:17])([CH3:16])[CH3:15]. The yield is 0.660. (5) The reactants are [CH3:1][C:2]1[CH:3]=[C:4]([C:10]2[CH:11]=[CH:12][C:13]3[N:14]=[CH:15][NH:16][C:17](=O)[C:18]=3[N:19]=2)[CH:5]=[CH:6][C:7]=1[O:8][CH3:9].P(Cl)(Cl)([Cl:23])=O.N1C(C)=CC=CC=1C. The catalyst is C1(C)C=CC=CC=1. The product is [Cl:23][C:17]1[C:18]2[N:19]=[C:10]([C:4]3[CH:5]=[CH:6][C:7]([O:8][CH3:9])=[C:2]([CH3:1])[CH:3]=3)[CH:11]=[CH:12][C:13]=2[N:14]=[CH:15][N:16]=1. The yield is 0.740. (6) The reactants are [CH3:1][C:2]1[N:7]=[C:6]([C:8]2[C:9]([C:16]3[CH:25]=[C:24]4[C:19]([N:20]=[CH:21][C:22]([O:26]CCO)=[N:23]4)=[CH:18][CH:17]=3)=[C:10]3[CH2:15][CH2:14][CH2:13][N:11]3[N:12]=2)[CH:5]=[CH:4][CH:3]=1.C(N[CH:34]([CH3:36])C)(C)C.CS([Cl:41])(=O)=O.Cl. The catalyst is ClCCl.C(Cl)(Cl)Cl.C(O)(C)C.N1C=CC=CC=1. The product is [Cl:41][CH2:34][CH2:36][N:23]1[C:24]2[C:19](=[CH:18][CH:17]=[C:16]([C:9]3[C:8]([C:6]4[CH:5]=[CH:4][CH:3]=[C:2]([CH3:1])[N:7]=4)=[N:12][N:11]4[CH2:13][CH2:14][CH2:15][C:10]=34)[CH:25]=2)[N:20]=[CH:21][C:22]1=[O:26]. The yield is 0.680. (7) The reactants are [CH2:1]([O:3][C:4](=[O:21])[CH2:5][CH2:6][C:7]1[CH:12]=[CH:11][C:10]([S:13][CH2:14][CH2:15][C@H:16]([OH:18])[CH3:17])=[CH:9][C:8]=1[CH2:19][CH3:20])[CH3:2].C(N(CC)CC)C.[CH3:29][S:30](Cl)(=[O:32])=[O:31]. The catalyst is ClCCl. The product is [CH2:1]([O:3][C:4](=[O:21])[CH2:5][CH2:6][C:7]1[CH:12]=[CH:11][C:10]([S:13][CH2:14][CH2:15][C@H:16]([O:18][S:30]([CH3:29])(=[O:32])=[O:31])[CH3:17])=[CH:9][C:8]=1[CH2:19][CH3:20])[CH3:2]. The yield is 0.910. (8) The reactants are [Cl:1][C:2]1[CH:3]=[C:4]([CH:20]=[C:21]([Cl:23])[CH:22]=1)[CH2:5][N:6]1[CH:10]=[CH:9][N:8]=[C:7]1[CH2:11][O:12][C:13]1[CH:14]=[C:15]([NH2:19])[CH:16]=[CH:17][CH:18]=1.C(O)C(N)(CO)CO.[C:32]1([N:38]=[C:39]=[O:40])[CH:37]=[CH:36][CH:35]=[CH:34][CH:33]=1. The catalyst is C(Cl)Cl. The product is [Cl:1][C:2]1[CH:3]=[C:4]([CH:20]=[C:21]([Cl:23])[CH:22]=1)[CH2:5][N:6]1[CH:10]=[CH:9][N:8]=[C:7]1[CH2:11][O:12][C:13]1[CH:14]=[C:15]([NH:19][C:39]([NH:38][C:32]2[CH:37]=[CH:36][CH:35]=[CH:34][CH:33]=2)=[O:40])[CH:16]=[CH:17][CH:18]=1. The yield is 0.520.